Task: Predict the reaction yield, written as a fraction of the theoretical maximum amount of product (1.0 means a 100% yield; for example, 0.34 means a 34% yield).. Dataset: Reaction yield outcomes from USPTO patents with 853,638 reactions (1) The reactants are C(N(CC)C(C)C)(C)C.Cl.[NH2:11][CH:12]([CH3:17])[C:13]([O:15][CH3:16])=[O:14].[Br:18][C:19]1[CH:27]=[CH:26][C:22]([C:23](O)=[O:24])=[C:21]([F:28])[CH:20]=1.F[P-](F)(F)(F)(F)F.N1(O[P+](N(C)C)(N(C)C)N(C)C)C2C=CC=CC=2N=N1.CN(C)C=O. No catalyst specified. The product is [Br:18][C:19]1[CH:27]=[CH:26][C:22]([C:23]([NH:11][CH:12]([CH3:17])[C:13]([O:15][CH3:16])=[O:14])=[O:24])=[C:21]([F:28])[CH:20]=1. The yield is 0.960. (2) The reactants are [CH2:1]([O:3][C:4]1[CH:9]=[C:8](I)[C:7]([F:11])=[CH:6][C:5]=1[CH3:12])[CH3:2].[Li]CCCC.[B:18](OC)([O:21]C)[O:19]C. The catalyst is C1COCC1. The product is [CH2:1]([O:3][C:4]1[C:5]([CH3:12])=[CH:6][C:7]([F:11])=[C:8]([B:18]([OH:21])[OH:19])[CH:9]=1)[CH3:2]. The yield is 0.770.